From a dataset of Forward reaction prediction with 1.9M reactions from USPTO patents (1976-2016). Predict the product of the given reaction. (1) Given the reactants FC(F)(F)S(O[C:7]1[CH:8]=[C:9]2[C:14](=[CH:15][CH:16]=1)[N:13]=[C:12]([CH2:17][CH:18]([CH3:20])[CH3:19])[C:11]([CH2:21][NH:22][C:23]([O:25][C:26]([CH3:29])([CH3:28])[CH3:27])=[O:24])=[C:10]2[C:30]1[CH:35]=[CH:34][C:33]([CH3:36])=[CH:32][CH:31]=1)(=O)=O.C(N(CC)CC)C.[C:46]([O:50][CH2:51][CH3:52])(=[O:49])[CH:47]=[CH2:48].O, predict the reaction product. The product is: [C:26]([O:25][C:23]([NH:22][CH2:21][C:11]1[C:12]([CH2:17][CH:18]([CH3:20])[CH3:19])=[N:13][C:14]2[C:9]([C:10]=1[C:30]1[CH:35]=[CH:34][C:33]([CH3:36])=[CH:32][CH:31]=1)=[CH:8][C:7](/[CH:48]=[CH:47]/[C:46]([O:50][CH2:51][CH3:52])=[O:49])=[CH:16][CH:15]=2)=[O:24])([CH3:29])([CH3:28])[CH3:27]. (2) Given the reactants [CH:1]([O:4][C:5](=[O:24])[C:6]1[CH:7]=[C:8]([CH:14]=[C:15]([C:17](=[O:23])[N:18]([CH3:22])[CH2:19][CH2:20][CH3:21])[CH:16]=1)[C:9]([O:11]CC)=[O:10])([CH3:3])[CH3:2].C(O)(C)C.[OH-].[Li+], predict the reaction product. The product is: [CH:1]([O:4][C:5](=[O:24])[C:6]1[CH:16]=[C:15]([C:17](=[O:23])[N:18]([CH3:22])[CH2:19][CH2:20][CH3:21])[CH:14]=[C:8]([C:9]([OH:11])=[O:10])[CH:7]=1)([CH3:2])[CH3:3].